This data is from Reaction yield outcomes from USPTO patents with 853,638 reactions. The task is: Predict the reaction yield, written as a fraction of the theoretical maximum amount of product (1.0 means a 100% yield; for example, 0.34 means a 34% yield). (1) The reactants are Br[CH2:2][CH2:3][CH2:4][CH2:5][CH2:6][CH2:7][CH2:8][CH2:9][CH2:10][CH2:11][CH2:12][CH2:13][CH2:14][CH2:15][CH2:16][C:17]([OH:19])=[O:18].[C-:20]#[N:21].[Na+].[Na+].[I-].Cl. The catalyst is O.CS(C)=O. The product is [C:20]([CH2:2][CH2:3][CH2:4][CH2:5][CH2:6][CH2:7][CH2:8][CH2:9][CH2:10][CH2:11][CH2:12][CH2:13][CH2:14][CH2:15][CH2:16][C:17]([OH:19])=[O:18])#[N:21]. The yield is 0.720. (2) The reactants are [CH2:1]([O:8][C:9]1[CH:14]=[CH:13][CH:12]=[CH:11][C:10]=1[CH2:15][S:16]([OH:19])(=O)=[O:17])[C:2]1[CH:7]=[CH:6][CH:5]=[CH:4][CH:3]=1.C(Cl)(=O)C([Cl:23])=O. The catalyst is CN(C)C=O.O1CCCC1. The product is [CH2:1]([O:8][C:9]1[CH:14]=[CH:13][CH:12]=[CH:11][C:10]=1[CH2:15][S:16]([Cl:23])(=[O:19])=[O:17])[C:2]1[CH:7]=[CH:6][CH:5]=[CH:4][CH:3]=1. The yield is 0.770.